Dataset: Full USPTO retrosynthesis dataset with 1.9M reactions from patents (1976-2016). Task: Predict the reactants needed to synthesize the given product. (1) Given the product [ClH:20].[CH3:1][N:2]([CH2:8][C:9]1[CH:14]=[CH:13][C:12]([NH:15][S:16]([CH3:19])(=[O:18])=[O:17])=[CH:11][CH:10]=1)[CH2:3][C:4]([OH:6])=[O:5], predict the reactants needed to synthesize it. The reactants are: [CH3:1][N:2]([CH2:8][C:9]1[CH:14]=[CH:13][C:12]([NH:15][S:16]([CH3:19])(=[O:18])=[O:17])=[CH:11][CH:10]=1)[CH2:3][C:4]([O:6]C)=[O:5].[ClH:20]. (2) Given the product [Cl:30][C:24]1[CH:23]=[C:22]([C:3]2([C:2]([F:32])([F:1])[F:33])[O:31][CH2:34][N:5]([C:6]3[CH:17]=[CH:16][C:9]([CH2:10][NH:11][C:12](=[O:15])[CH2:13][CH3:14])=[C:8]([C:18]([F:19])([F:20])[F:21])[CH:7]=3)[CH2:4]2)[CH:27]=[C:26]([Cl:28])[C:25]=1[Cl:29], predict the reactants needed to synthesize it. The reactants are: [F:1][C:2]([F:33])([F:32])[C:3]([OH:31])([C:22]1[CH:27]=[C:26]([Cl:28])[C:25]([Cl:29])=[C:24]([Cl:30])[CH:23]=1)[CH2:4][NH:5][C:6]1[CH:17]=[CH:16][C:9]([CH2:10][NH:11][C:12](=[O:15])[CH2:13][CH3:14])=[C:8]([C:18]([F:21])([F:20])[F:19])[CH:7]=1.[CH2:34]=O. (3) The reactants are: [F:1][C:2]1[CH:53]=[CH:52][C:5]([C:6](/[N:8]=[C:9]2\[NH:10][C:11]3[CH:40]=[CH:39][C:38]([CH2:41][N:42]4[CH2:47][CH2:46][CH:45]([C:48]([OH:51])([CH3:50])[CH3:49])[CH2:44][CH2:43]4)=[CH:37][C:12]=3[N:13]\2[C@@H:14]2[CH2:19][CH2:18][C@H:17]([C:20]([N:22]3[CH:27]4[CH2:28][CH2:29][CH:23]3[CH2:24][N:25](C(OC(C)(C)C)=O)[CH2:26]4)=[O:21])[CH2:16][CH2:15]2)=[O:7])=[CH:4][CH:3]=1.[ClH:54].O1CCOCC1. Given the product [ClH:54].[ClH:54].[CH:23]12[N:22]([C:20]([C@@H:17]3[CH2:18][CH2:19][C@H:14]([N:13]4[C:12]5[CH:37]=[C:38]([CH2:41][N:42]6[CH2:43][CH2:44][CH:45]([C:48]([OH:51])([CH3:50])[CH3:49])[CH2:46][CH2:47]6)[CH:39]=[CH:40][C:11]=5[NH:10]/[C:9]/4=[N:8]\[C:6](=[O:7])[C:5]4[CH:52]=[CH:53][C:2]([F:1])=[CH:3][CH:4]=4)[CH2:15][CH2:16]3)=[O:21])[CH:27]([CH2:28][CH2:29]1)[CH2:26][NH:25][CH2:24]2, predict the reactants needed to synthesize it. (4) Given the product [CH2:33]([O:32][C:30]([N:27]1[CH2:26][CH2:25][CH:24]([NH:23][C:4]2[N:3]=[C:2]([NH2:1])[C:7]([C:8](=[O:9])[C:10]3[CH:15]=[CH:14][CH:13]=[CH:12][C:11]=3[O:16][CH3:17])=[CH:6][N:5]=2)[CH2:29][CH2:28]1)=[O:31])[CH3:34], predict the reactants needed to synthesize it. The reactants are: [NH2:1][C:2]1[C:7]([C:8]([C:10]2[CH:15]=[CH:14][CH:13]=[CH:12][C:11]=2[O:16][CH3:17])=[O:9])=[CH:6][N:5]=[C:4](S(CC)(=O)=O)[N:3]=1.[NH2:23][CH:24]1[CH2:29][CH2:28][N:27]([C:30]([O:32][CH2:33][CH3:34])=[O:31])[CH2:26][CH2:25]1. (5) Given the product [CH3:30][C:27]([O:26][C:24](=[O:25])[C@H:12]([CH2:11][NH:10][C:2]1[C:7]([CH3:8])=[C:6]([Cl:9])[N:5]=[CH:4][N:3]=1)[NH:13][C:14]([O:16][CH2:17][C:18]1[CH:23]=[CH:22][CH:21]=[CH:20][CH:19]=1)=[O:15])([CH3:28])[CH3:29], predict the reactants needed to synthesize it. The reactants are: Cl[C:2]1[C:7]([CH3:8])=[C:6]([Cl:9])[N:5]=[CH:4][N:3]=1.[NH2:10][CH2:11][C@@H:12]([C:24]([O:26][C:27]([CH3:30])([CH3:29])[CH3:28])=[O:25])[NH:13][C:14]([O:16][CH2:17][C:18]1[CH:23]=[CH:22][CH:21]=[CH:20][CH:19]=1)=[O:15].